Dataset: Full USPTO retrosynthesis dataset with 1.9M reactions from patents (1976-2016). Task: Predict the reactants needed to synthesize the given product. (1) Given the product [Cl:10][CH2:11][C:12]([C:3]1[C:4]2[C:9](=[N:8][CH:7]=[CH:6][CH:5]=2)[NH:1][CH:2]=1)=[O:13], predict the reactants needed to synthesize it. The reactants are: [NH:1]1[C:9]2[C:4](=[CH:5][CH:6]=[CH:7][N:8]=2)[CH:3]=[CH:2]1.[Cl:10][CH2:11][C:12](Cl)=[O:13].[Cl-].[Al+3].[Cl-].[Cl-]. (2) Given the product [C:14]([O:13][C:12](=[O:18])[NH:11][CH:3]1[CH2:4][C:5]2[C:10](=[CH:9][CH:8]=[C:7]([Br:19])[CH:6]=2)[NH:1][CH2:2]1)([CH3:15])([CH3:17])[CH3:16], predict the reactants needed to synthesize it. The reactants are: [NH:1]1[C:10]2[C:5](=[CH:6][CH:7]=[CH:8][CH:9]=2)[CH2:4][CH:3]([NH:11][C:12](=[O:18])[O:13][C:14]([CH3:17])([CH3:16])[CH3:15])[CH2:2]1.[Br-:19].[Br-].[Br-].[NH+]1C=CC=CC=1.[NH+]1C=CC=CC=1.[NH+]1C=CC=CC=1.O.CCOCC. (3) Given the product [Cl:17][C:18]1[CH:19]=[C:20]([CH2:24][C:25]([CH3:26])=[CH:11][C:12]([O:14][CH2:15][CH3:16])=[O:13])[CH:21]=[CH:22][CH:23]=1, predict the reactants needed to synthesize it. The reactants are: [H-].[Na+].C(OP([CH2:11][C:12]([O:14][CH2:15][CH3:16])=[O:13])(OCC)=O)C.[Cl:17][C:18]1[CH:19]=[C:20]([CH2:24][C:25](=O)[CH3:26])[CH:21]=[CH:22][CH:23]=1. (4) Given the product [CH3:5][O:6][C:7]1[CH:8]=[C:9]([NH:13][N:14]=[CH:15][C:16](=[O:17])[CH3:18])[CH:10]=[CH:11][CH:12]=1, predict the reactants needed to synthesize it. The reactants are: C(O)(=O)C.[CH3:5][O:6][C:7]1[CH:8]=[C:9]([NH:13][NH2:14])[CH:10]=[CH:11][CH:12]=1.[CH:15](=O)[C:16]([CH3:18])=[O:17]. (5) Given the product [C:9]([C:4]1[CH:5]=[CH:6][N:7]=[C:2]([Cl:1])[N:3]=1)([CH3:12])([CH3:11])[CH3:10], predict the reactants needed to synthesize it. The reactants are: [Cl:1][C:2]1[N:7]=[CH:6][CH:5]=[CH:4][N:3]=1.[Li][C:9]([CH3:12])([CH3:11])[CH3:10].C(O)(=O)C.C(C1C(=O)C(Cl)=C(Cl)C(=O)C=1C#N)#N.[OH-].[Na+]. (6) Given the product [CH3:1][C:2]1[C:6]([C:7]2[CH:8]=[CH:9][C:10]3[N:11]([C:13]([C:16]([NH:17][C:18]4[CH:23]=[C:22]([C:24]5[N:28]=[C:27]([CH3:29])[O:26][N:25]=5)[CH:21]=[CH:20][C:19]=4[CH3:30])=[O:31])=[CH:14][N:15]=3)[CH:12]=2)=[C:5]([CH3:32])[N:4]([CH2:33][C:34]([NH:40][CH3:37])=[O:35])[N:3]=1, predict the reactants needed to synthesize it. The reactants are: [CH3:1][C:2]1[C:6]([C:7]2[CH:8]=[CH:9][C:10]3[N:11]([C:13]([C:16](=[O:31])[NH:17][C:18]4[CH:23]=[C:22]([C:24]5[N:28]=[C:27]([CH3:29])[O:26][N:25]=5)[CH:21]=[CH:20][C:19]=4[CH3:30])=[CH:14][N:15]=3)[CH:12]=2)=[C:5]([CH3:32])[N:4]([CH2:33][C:34](O)=[O:35])[N:3]=1.[CH:37]([N:40](CC)C(C)C)(C)C.CN(C(ON1N=NC2C=CC=NC1=2)=[N+](C)C)C.F[P-](F)(F)(F)(F)F.CN.C1COCC1. (7) Given the product [F:1][C:2]1[CH:3]=[CH:4][C:5]([C:8]2[C:12]([C:13]3[CH:14]=[CH:15][N:16]=[CH:17][CH:18]=3)=[CH:11][N:10]([CH3:19])[C:9]=2[C:20]2[O:21][CH:32]=[N:34][N:22]=2)=[CH:6][CH:7]=1, predict the reactants needed to synthesize it. The reactants are: [F:1][C:2]1[CH:7]=[CH:6][C:5]([C:8]2[C:12]([C:13]3[CH:18]=[CH:17][N:16]=[CH:15][CH:14]=3)=[CH:11][N:10]([CH3:19])[C:9]=2[C:20]([NH:22]CC(=O)C2C=CC=CC=2)=[O:21])=[CH:4][CH:3]=1.[CH2:32]([N:34](CC)CC)C.C1(P(C2C=CC=CC=2)C2C=CC=CC=2)C=CC=CC=1.